The task is: Predict the reactants needed to synthesize the given product.. This data is from Full USPTO retrosynthesis dataset with 1.9M reactions from patents (1976-2016). (1) Given the product [F:27][C:25]([F:26])([F:28])[C:16]1[CH:17]=[C:18]([C:21]([F:22])([F:23])[F:24])[CH:19]=[CH:20][C:15]=1[CH2:14][N:11]1[CH2:12][CH2:13][CH:8](/[CH:7]=[C:6]2/[C:2]([NH:1][CH2:33][C:32]#[CH:31])=[N:3][C:4](=[O:30])[N:5]/2[CH3:29])[CH2:9][CH2:10]1, predict the reactants needed to synthesize it. The reactants are: [NH2:1][C:2]1=[N:3][C:4](=[O:30])[N:5]([CH3:29])/[C:6]/1=[CH:7]\[CH:8]1[CH2:13][CH2:12][N:11]([CH2:14][C:15]2[CH:20]=[CH:19][C:18]([C:21]([F:24])([F:23])[F:22])=[CH:17][C:16]=2[C:25]([F:28])([F:27])[F:26])[CH2:10][CH2:9]1.[CH2:31](N)[C:32]#[CH:33]. (2) Given the product [C:11]([O:10][C:9]([NH:8][CH2:7][C:6]1[CH:16]=[CH:17][C:3]([CH2:2][NH:1][C:18](=[O:24])[CH2:19][CH2:20][C:21]([OH:23])=[O:22])=[CH:4][CH:5]=1)=[O:15])([CH3:12])([CH3:13])[CH3:14], predict the reactants needed to synthesize it. The reactants are: [NH2:1][CH2:2][C:3]1[CH:17]=[CH:16][C:6]([CH2:7][NH:8][C:9](=[O:15])[O:10][C:11]([CH3:14])([CH3:13])[CH3:12])=[CH:5][CH:4]=1.[C:18]1(=[O:24])[O:23][C:21](=[O:22])[CH2:20][CH2:19]1. (3) Given the product [CH2:15]([CH:16]1[C:4]2([C:5](=[O:9])[CH2:6][CH2:7][CH2:8]2)[CH2:1][CH:2]=[C:3]([CH3:19])[CH2:17]1)[CH3:14], predict the reactants needed to synthesize it. The reactants are: [CH:1](=[C:4]1[CH2:8][CH2:7][CH2:6][C:5]1=[O:9])[CH2:2][CH3:3].B(F)(F)F.[CH2:14]=[CH:15][C:16](=C)[CH3:17].[C:19]1(C)C=CC=CC=1. (4) Given the product [CH3:10][N:11]1[CH2:15][CH2:14][CH:13]([CH2:16][O:1][C:2]2[CH:9]=[CH:8][C:5]([CH:6]=[O:7])=[CH:4][CH:3]=2)[CH2:12]1, predict the reactants needed to synthesize it. The reactants are: [OH:1][C:2]1[CH:9]=[CH:8][C:5]([CH:6]=[O:7])=[CH:4][CH:3]=1.[CH3:10][N:11]1[CH2:15][CH2:14][CH:13]([CH2:16]O)[CH2:12]1.